Dataset: Forward reaction prediction with 1.9M reactions from USPTO patents (1976-2016). Task: Predict the product of the given reaction. (1) Given the reactants [C:1]1([CH3:13])[CH:6]=[CH:5][C:4]([S:7]([CH2:10][N+:11]#[C-:12])(=[O:9])=[O:8])=[CH:3][CH:2]=1.[CH3:14]I.[OH-].[Na+].O, predict the reaction product. The product is: [C:1]1([CH3:13])[CH:2]=[CH:3][C:4]([S:7]([CH:10]([N+:11]#[C-:12])[CH3:14])(=[O:8])=[O:9])=[CH:5][CH:6]=1. (2) Given the reactants [C:1]([O:5][C:6]([N:8]1[CH2:25][CH2:24][C:11]2([O:16][CH:15]([C:17](O)=[O:18])[CH2:14][N:13]([CH2:20][CH:21]([F:23])[F:22])[CH2:12]2)[CH2:10][CH2:9]1)=[O:7])([CH3:4])([CH3:3])[CH3:2].[CH2:26]([NH2:29])[CH:27]=[CH2:28].C(P1(=O)OP(CCC)(=O)OP(CCC)(=O)O1)CC.C(N(CC)CC)C, predict the reaction product. The product is: [CH2:26]([NH:29][C:17]([CH:15]1[CH2:14][N:13]([CH2:20][CH:21]([F:23])[F:22])[CH2:12][C:11]2([CH2:10][CH2:9][N:8]([C:6]([O:5][C:1]([CH3:2])([CH3:4])[CH3:3])=[O:7])[CH2:25][CH2:24]2)[O:16]1)=[O:18])[CH:27]=[CH2:28]. (3) Given the reactants [NH2:1][C:2]1[CH:23]=[CH:22][C:5]([O:6][C:7]2[CH:12]=[CH:11][N:10]=[C:9]([C:13]3[NH:17][CH:16]=[C:15]([C:18]([O:20][CH3:21])=[O:19])[CH:14]=3)[CH:8]=2)=[CH:4][CH:3]=1.[F:24][C:25]1[CH:30]=[CH:29][C:28]([CH3:31])=[CH:27][C:26]=1[N:32]=[C:33]=[O:34].Cl, predict the reaction product. The product is: [F:24][C:25]1[CH:30]=[CH:29][C:28]([CH3:31])=[CH:27][C:26]=1[NH:32][C:33]([NH:1][C:2]1[CH:23]=[CH:22][C:5]([O:6][C:7]2[CH:12]=[CH:11][N:10]=[C:9]([C:13]3[NH:17][CH:16]=[C:15]([C:18]([O:20][CH3:21])=[O:19])[CH:14]=3)[CH:8]=2)=[CH:4][CH:3]=1)=[O:34]. (4) The product is: [O:8]=[C:6]1[CH:5]=[C:9]([CH:11]2[CH2:12][CH2:13][N:14]([C:17]([O:19][C:20]([CH3:21])([CH3:22])[CH3:23])=[O:18])[CH2:15][CH2:16]2)[N:33]2[N:34]=[C:35]3[C:31]([C:30]([O:29][CH2:28][C:27]([F:40])([F:26])[F:41])=[CH:38][CH:37]=[CH:36]3)=[C:32]2[NH:39]1. Given the reactants CC1(C)O[C:6](=[O:8])[CH:5]([C:9]([CH:11]2[CH2:16][CH2:15][N:14]([C:17]([O:19][C:20]([CH3:23])([CH3:22])[CH3:21])=[O:18])[CH2:13][CH2:12]2)=O)C(=O)O1.[F:26][C:27]([F:41])([F:40])[CH2:28][O:29][C:30]1[C:31]2[C:35]([CH:36]=[CH:37][CH:38]=1)=[N:34][NH:33][C:32]=2[NH2:39].P([O-])([O-])([O-])=O.[K+].[K+].[K+], predict the reaction product. (5) Given the reactants [CH2:1]([C:5]1([CH2:20][C:21](=[O:23])[CH3:22])[CH2:14][CH2:13][C:12]2[C:7](=[CH:8][C:9]([F:18])=[C:10]([O:16][CH3:17])[C:11]=2[Cl:15])[C:6]1=O)[CH2:2][CH2:3][CH3:4].[OH-].[K+], predict the reaction product. The product is: [CH2:1]([C:5]12[CH2:20][C:21](=[O:23])[CH:22]=[C:6]1[C:7]1[C:12]([CH2:13][CH2:14]2)=[C:11]([Cl:15])[C:10]([O:16][CH3:17])=[C:9]([F:18])[CH:8]=1)[CH2:2][CH2:3][CH3:4].